Dataset: NCI-60 drug combinations with 297,098 pairs across 59 cell lines. Task: Regression. Given two drug SMILES strings and cell line genomic features, predict the synergy score measuring deviation from expected non-interaction effect. (1) Drug 1: CC(C1=C(C=CC(=C1Cl)F)Cl)OC2=C(N=CC(=C2)C3=CN(N=C3)C4CCNCC4)N. Drug 2: CN(C)C1=NC(=NC(=N1)N(C)C)N(C)C. Cell line: TK-10. Synergy scores: CSS=-2.20, Synergy_ZIP=1.36, Synergy_Bliss=2.74, Synergy_Loewe=-4.31, Synergy_HSA=-1.78. (2) Drug 1: CC1=CC2C(CCC3(C2CCC3(C(=O)C)OC(=O)C)C)C4(C1=CC(=O)CC4)C. Drug 2: CCC1=C2CN3C(=CC4=C(C3=O)COC(=O)C4(CC)O)C2=NC5=C1C=C(C=C5)O. Cell line: LOX IMVI. Synergy scores: CSS=40.4, Synergy_ZIP=1.23, Synergy_Bliss=0.899, Synergy_Loewe=-20.3, Synergy_HSA=1.46. (3) Drug 1: CN1C2=C(C=C(C=C2)N(CCCl)CCCl)N=C1CCCC(=O)O.Cl. Cell line: SNB-19. Drug 2: C1CN(P(=O)(OC1)NCCCl)CCCl. Synergy scores: CSS=3.12, Synergy_ZIP=-0.292, Synergy_Bliss=1.68, Synergy_Loewe=0.352, Synergy_HSA=0.720. (4) Drug 1: C1CCC(C1)C(CC#N)N2C=C(C=N2)C3=C4C=CNC4=NC=N3. Drug 2: C(CCl)NC(=O)N(CCCl)N=O. Cell line: HCT-15. Synergy scores: CSS=1.96, Synergy_ZIP=-0.476, Synergy_Bliss=-2.21, Synergy_Loewe=-3.97, Synergy_HSA=-3.90. (5) Drug 1: CCC1=CC2CC(C3=C(CN(C2)C1)C4=CC=CC=C4N3)(C5=C(C=C6C(=C5)C78CCN9C7C(C=CC9)(C(C(C8N6C)(C(=O)OC)O)OC(=O)C)CC)OC)C(=O)OC.C(C(C(=O)O)O)(C(=O)O)O. Drug 2: CN(C)N=NC1=C(NC=N1)C(=O)N. Cell line: NCI/ADR-RES. Synergy scores: CSS=-1.25, Synergy_ZIP=-1.10, Synergy_Bliss=-2.05, Synergy_Loewe=-2.40, Synergy_HSA=-2.48. (6) Drug 1: CC(C)CN1C=NC2=C1C3=CC=CC=C3N=C2N. Drug 2: COCCOC1=C(C=C2C(=C1)C(=NC=N2)NC3=CC=CC(=C3)C#C)OCCOC.Cl. Cell line: DU-145. Synergy scores: CSS=8.34, Synergy_ZIP=-1.05, Synergy_Bliss=3.65, Synergy_Loewe=4.24, Synergy_HSA=3.10. (7) Drug 1: C1C(C(OC1N2C=NC3=C(N=C(N=C32)Cl)N)CO)O. Drug 2: C(CCl)NC(=O)N(CCCl)N=O. Cell line: SNB-19. Synergy scores: CSS=46.8, Synergy_ZIP=-6.50, Synergy_Bliss=-3.23, Synergy_Loewe=-26.2, Synergy_HSA=0.0943. (8) Drug 1: C1CC(=O)NC(=O)C1N2CC3=C(C2=O)C=CC=C3N. Drug 2: CC(C)NC(=O)C1=CC=C(C=C1)CNNC.Cl. Cell line: HL-60(TB). Synergy scores: CSS=11.2, Synergy_ZIP=-3.80, Synergy_Bliss=0.767, Synergy_Loewe=-1.81, Synergy_HSA=-1.03. (9) Drug 1: CCCCC(=O)OCC(=O)C1(CC(C2=C(C1)C(=C3C(=C2O)C(=O)C4=C(C3=O)C=CC=C4OC)O)OC5CC(C(C(O5)C)O)NC(=O)C(F)(F)F)O. Drug 2: C1CN(P(=O)(OC1)NCCCl)CCCl. Cell line: SK-MEL-5. Synergy scores: CSS=67.3, Synergy_ZIP=-0.520, Synergy_Bliss=-2.50, Synergy_Loewe=-36.8, Synergy_HSA=-2.95.